From a dataset of Full USPTO retrosynthesis dataset with 1.9M reactions from patents (1976-2016). Predict the reactants needed to synthesize the given product. (1) The reactants are: I[C:2]1[CH:7]=[CH:6][CH:5]=[CH:4][N:3]=1.[Li]CCCC.[Cl:13][C:14]1[CH:15]=[C:16]([CH:25]=[CH:26][C:27]=1[Cl:28])/[CH:17]=[N:18]/S(C(C)(C)C)=O.Cl. Given the product [ClH:13].[Cl:13][C:14]1[CH:15]=[C:16]([CH:17]([C:2]2[CH:7]=[CH:6][CH:5]=[CH:4][N:3]=2)[NH2:18])[CH:25]=[CH:26][C:27]=1[Cl:28], predict the reactants needed to synthesize it. (2) Given the product [Br:1][C:2]1[CH:3]=[C:4]2[C:9](=[CH:10][CH:11]=1)[N:8]1[CH:13]=[N:15][N:16]=[C:7]1[CH2:6][CH2:5]2, predict the reactants needed to synthesize it. The reactants are: [Br:1][C:2]1[CH:3]=[C:4]2[C:9](=[CH:10][CH:11]=1)[NH:8][C:7](=S)[CH2:6][CH2:5]2.[CH:13]([NH:15][NH2:16])=O. (3) Given the product [C:1]([O:5][CH:6]([C:11]1[C:12]([C:21]2[CH:22]=[C:23]3[C:28](=[CH:29][CH:30]=2)[O:27][CH2:26][CH2:25][CH2:24]3)=[C:13]2[CH:20]=[CH:19][N:18]([CH2:37][CH:31]3[CH2:36][CH2:35][CH2:34][CH2:33][CH2:32]3)[C:14]2=[N:15][C:16]=1[CH3:17])[C:7]([OH:9])=[O:8])([CH3:4])([CH3:3])[CH3:2], predict the reactants needed to synthesize it. The reactants are: [C:1]([O:5][CH:6]([C:11]1[C:12]([C:21]2[CH:22]=[C:23]3[C:28](=[CH:29][CH:30]=2)[O:27][CH2:26][CH2:25][CH2:24]3)=[C:13]2[CH:20]=[CH:19][NH:18][C:14]2=[N:15][C:16]=1[CH3:17])[C:7]([O:9]C)=[O:8])([CH3:4])([CH3:3])[CH3:2].[CH:31]1([CH2:37]Br)[CH2:36][CH2:35][CH2:34][CH2:33][CH2:32]1. (4) Given the product [F:39][C:23]1[S:22][C:21]([C:18]2[CH:19]=[CH:20][C:15]([C:12]3[CH:11]=[CH:10][C:9]([C:6]4([C:4]([OH:5])=[O:3])[CH2:8][CH2:7]4)=[CH:14][CH:13]=3)=[CH:16][CH:17]=2)=[C:25]([NH:26][C:27]([O:29][C@@H:30]([C:32]2[CH:37]=[CH:36][CH:35]=[CH:34][C:33]=2[CH3:38])[CH3:31])=[O:28])[CH:24]=1, predict the reactants needed to synthesize it. The reactants are: C([O:3][C:4]([C:6]1([C:9]2[CH:14]=[CH:13][C:12]([C:15]3[CH:20]=[CH:19][C:18]([C:21]4[S:22][C:23]([F:39])=[CH:24][C:25]=4[NH:26][C:27]([O:29][C@@H:30]([C:32]4[CH:37]=[CH:36][CH:35]=[CH:34][C:33]=4[CH3:38])[CH3:31])=[O:28])=[CH:17][CH:16]=3)=[CH:11][CH:10]=2)[CH2:8][CH2:7]1)=[O:5])C.[OH-].[Na+].Cl. (5) Given the product [Cl:26][C:23]1[CH:24]=[CH:25][C:20]([C:18]([NH:17][CH:13]([CH2:12][C:7]2[C:5]3[C:4](=[CH:3][CH:2]=[CH:1][CH:6]=3)[NH:11][C:9](=[O:10])[CH:8]=2)[C:14]([O:16][CH2:33][C:32]2[CH:35]=[CH:36][CH:37]=[C:30]([N+:27]([O-:29])=[O:28])[CH:31]=2)=[O:15])=[O:19])=[CH:21][CH:22]=1, predict the reactants needed to synthesize it. The reactants are: [CH:1]1[CH:2]=[CH:3][C:4]2[NH:11][C:9](=[O:10])[CH:8]=[C:7]([CH2:12][CH:13]([NH:17][C:18]([C:20]3[CH:21]=[CH:22][C:23]([Cl:26])=[CH:24][CH:25]=3)=[O:19])[C:14]([OH:16])=[O:15])[C:5]=2[CH:6]=1.[N+:27]([C:30]1[CH:31]=[C:32]([CH:35]=[CH:36][CH:37]=1)[CH2:33]Br)([O-:29])=[O:28]. (6) Given the product [F:15][C:16]([CH3:21])([CH3:20])[C@H:17]([NH:19][C:2]1[C:3]2[N:4]([CH:11]=[CH:12][CH:13]=2)[N:5]=[CH:6][C:7]=1[C:8]([NH2:10])=[O:9])[CH3:18], predict the reactants needed to synthesize it. The reactants are: Cl[C:2]1[C:3]2[N:4]([CH:11]=[CH:12][CH:13]=2)[N:5]=[CH:6][C:7]=1[C:8]([NH2:10])=[O:9].Cl.[F:15][C:16]([CH3:21])([CH3:20])[C@H:17]([NH2:19])[CH3:18].C(N(C(C)C)CC)(C)C.